Dataset: Full USPTO retrosynthesis dataset with 1.9M reactions from patents (1976-2016). Task: Predict the reactants needed to synthesize the given product. (1) The reactants are: [CH2:1]([NH:3][C:4](=[O:17])[C:5]1[CH:10]=[CH:9][C:8]([NH:11][CH2:12][CH3:13])=[C:7]([N+:14]([O-])=O)[CH:6]=1)[CH3:2].C1(C)C=CC(S([O-])(=O)=O)=CC=1.[CH2:29]([N:36]1[C:40](=[O:41])[C:39](=[C:42]2[N:46]([CH3:47])[C:45]3[CH:48]=[CH:49][CH:50]=[CH:51][C:44]=3[S:43]2)[S:38][CH2+:37]1SC)[C:30]1[CH:35]=[CH:34][CH:33]=[CH:32][CH:31]=1. Given the product [CH2:29]([N:36]1[C:40](=[O:41])[C:39](=[C:42]2[N:46]([CH3:47])[C:45]3[CH:48]=[CH:49][CH:50]=[CH:51][C:44]=3[S:43]2)[S:38][C:37]1=[N:14][C:7]1[CH:6]=[C:5]([CH:10]=[CH:9][C:8]=1[NH:11][CH2:12][CH3:13])[C:4]([NH:3][CH2:1][CH3:2])=[O:17])[C:30]1[CH:31]=[CH:32][CH:33]=[CH:34][CH:35]=1, predict the reactants needed to synthesize it. (2) The reactants are: [Br:1][C:2]1[CH:18]=[CH:17][C:5]2[C:6]3[N:7]([CH:11]=[C:12]([C:14]([OH:16])=O)[N:13]=3)[CH2:8][CH2:9][O:10][C:4]=2[CH:3]=1.[C:19]([NH:26][C:27]([S:29][CH3:30])=[NH:28])([O:21][C:22]([CH3:25])([CH3:24])[CH3:23])=[O:20].CN(C(ON1N=NC2C=CC=NC1=2)=[N+](C)C)C.F[P-](F)(F)(F)(F)F.CCN(C(C)C)C(C)C. Given the product [Br:1][C:2]1[CH:18]=[CH:17][C:5]2[C:6]3[N:7]([CH:11]=[C:12]([C:14]([N:28]=[C:27]([S:29][CH3:30])[NH:26][C:19]([O:21][C:22]([CH3:23])([CH3:24])[CH3:25])=[O:20])=[O:16])[N:13]=3)[CH2:8][CH2:9][O:10][C:4]=2[CH:3]=1, predict the reactants needed to synthesize it. (3) Given the product [CH3:46][O:47][C:48]1[CH:49]=[CH:50][CH:51]=[C:52]2[C:57]=1[CH2:56][CH:55]([N:58]([CH2:59][CH2:60][CH3:61])[C:10](=[O:12])[CH2:9][C:3]1[CH:4]=[C:5]([CH3:8])[CH:6]=[CH:7][C:2]=1[CH3:1])[CH2:54][CH2:53]2, predict the reactants needed to synthesize it. The reactants are: [CH3:1][C:2]1[CH:7]=[CH:6][C:5]([CH3:8])=[CH:4][C:3]=1[CH2:9][C:10]([OH:12])=O.C(N(C(C)C)CC)(C)C.F[P-](F)(F)(F)(F)F.N1(OC(N(C)C)=[N+](C)C)C2N=CC=CC=2N=N1.[CH3:46][O:47][C:48]1[CH:49]=[CH:50][CH:51]=[C:52]2[C:57]=1[CH2:56][CH:55]([NH:58][CH2:59][CH2:60][CH3:61])[CH2:54][CH2:53]2. (4) Given the product [OH:8][CH2:7][CH:3]([N+:2]([CH3:10])([CH3:9])[CH3:1])[CH:4]([CH3:6])[CH3:5].[F:12][P-:13]([F:18])([F:17])([F:16])([F:15])[F:14], predict the reactants needed to synthesize it. The reactants are: [CH3:1][N:2]([CH3:9])[C@H:3]([CH2:7][OH:8])[CH:4]([CH3:6])[CH3:5].[CH3:10]I.[F:12][P-:13]([F:18])([F:17])([F:16])([F:15])[F:14].[H+].